This data is from Full USPTO retrosynthesis dataset with 1.9M reactions from patents (1976-2016). The task is: Predict the reactants needed to synthesize the given product. (1) Given the product [OH:23][CH2:24][CH:25]([CH2:27][OH:28])[OH:26].[C:29]([O-:41])(=[O:40])[CH2:30][C:31]([CH2:36][C:37]([O-:39])=[O:38])([C:33]([O-:35])=[O:34])[OH:32], predict the reactants needed to synthesize it. The reactants are: C1(C)C=CC(S(O)(=O)=O)=CC=1.C1(C)C=CC(S(O)(=O)=O)=CC=1.[OH:23][CH2:24][CH:25]([CH2:27][OH:28])[OH:26].[C:29]([OH:41])(=[O:40])[CH2:30][C:31]([CH2:36][C:37]([OH:39])=[O:38])([C:33]([OH:35])=[O:34])[OH:32]. (2) Given the product [Cl:1][C:2]1[CH:3]=[CH:4][C:5]([CH:8]2[CH2:9][CH2:10][NH:11][CH2:12][CH2:13]2)=[N:6][CH:7]=1, predict the reactants needed to synthesize it. The reactants are: [Cl:1][C:2]1[CH:3]=[CH:4][C:5]([C:8]2[CH2:9][CH2:10][NH:11][CH2:12][CH:13]=2)=[N:6][CH:7]=1.[H][H].